This data is from Full USPTO retrosynthesis dataset with 1.9M reactions from patents (1976-2016). The task is: Predict the reactants needed to synthesize the given product. Given the product [CH3:22][C:23]1[CH:24]=[C:25]([C:33]2[O:35][N:55]=[C:38]([C:39]3[CH:47]=[C:46]4[C:42]([C:43]([CH2:48][CH2:49][C:50]([O:52][CH2:53][CH3:54])=[O:51])=[CH:44][NH:45]4)=[CH:41][CH:40]=3)[N:37]=2)[CH:26]=[N:27][C:28]=1[O:29][CH:30]([CH3:31])[CH3:32], predict the reactants needed to synthesize it. The reactants are: CCN=C=NCCCN(C)C.C1C=CC2N(O)N=NC=2C=1.[CH3:22][C:23]1[CH:24]=[C:25]([C:33]([OH:35])=O)[CH:26]=[N:27][C:28]=1[O:29][CH:30]([CH3:32])[CH3:31].O[NH:37]/[C:38](=[N:55]\[H])/[C:39]1[CH:47]=[C:46]2[C:42]([C:43]([CH2:48][CH2:49][C:50]([O:52][CH2:53][CH3:54])=[O:51])=[CH:44][NH:45]2)=[CH:41][CH:40]=1.CCCC[N+](CCCC)(CCCC)CCCC.[F-].